Dataset: Full USPTO retrosynthesis dataset with 1.9M reactions from patents (1976-2016). Task: Predict the reactants needed to synthesize the given product. (1) Given the product [O:1]1[C:5]2[CH:6]=[CH:7][CH:8]=[CH:9][C:4]=2[CH:3]=[C:2]1[C:10]1[C:18]2[C:17]([O:19][CH:20]3[CH2:21][CH2:22][CH:23]([NH:26][CH3:27])[CH2:24][CH2:25]3)=[N:16][CH:15]=[N:14][C:13]=2[S:12][CH:11]=1, predict the reactants needed to synthesize it. The reactants are: [O:1]1[C:5]2[CH:6]=[CH:7][CH:8]=[CH:9][C:4]=2[CH:3]=[C:2]1[C:10]1[C:18]2[C:17]([O:19][CH:20]3[CH2:25][CH2:24][CH:23]([N:26](C)[C:27](=O)OC(C)(C)C)[CH2:22][CH2:21]3)=[N:16][CH:15]=[N:14][C:13]=2[S:12][CH:11]=1.Cl.C(=O)([O-])[O-].[Na+].[Na+]. (2) Given the product [CH3:30][O:31][CH2:32][O:1][C:2]1[CH:3]=[C:4]2[C:9](=[CH:10][CH:11]=1)[O:8][CH:7]([C:12]1[CH:13]=[CH:14][C:15]([O:18][CH2:41][O:42][CH3:43])=[CH:16][CH:17]=1)[CH:6]1[CH2:19][CH2:20][C:21](=[O:23])[CH2:22][CH:5]21, predict the reactants needed to synthesize it. The reactants are: [OH:1][C:2]1[CH:3]=[C:4]2[C:9](=[CH:10][CH:11]=1)[O:8][C@H:7]([C:12]1[CH:17]=[CH:16][C:15]([OH:18])=[CH:14][CH:13]=1)[C@@H:6]1[CH2:19][CH2:20][C:21](=[O:23])[CH2:22][C@H:5]21.CC(C)([O-])C.[K+].[CH3:30][O:31][CH2:32]Cl.OC1C=CC([C@H:41]2[C@H]3C[C@@H](C(F)(F)F)C[C@H]3C3C=C(O)C=C[C:43]=3[O:42]2)=CC=1. (3) Given the product [CH:30]1([CH2:32][S:20]([C:8]2[CH2:9][CH2:10][C:5]([CH2:4][CH:1]3[CH2:3][CH2:2]3)([C:16]#[N:17])[CH2:6][CH:7]=2)(=[O:22])=[O:19])[CH2:24][CH2:29]1, predict the reactants needed to synthesize it. The reactants are: [CH:1]1([CH2:4][C:5]2([C:16]#[N:17])[CH2:10][CH2:9][C:8](SCC3CC3)=[CH:7][CH2:6]2)[CH2:3][CH2:2]1.O[O:19][S:20]([O-:22])=O.[K+].[C:24](=O)([O-])O.[Na+].[CH3:29][C:30]([CH3:32])=O. (4) Given the product [Cl:1][C:2]1[CH:3]=[C:4]([CH:5]=[CH:6][CH:7]=1)[CH2:8][C:9]1[O:11][N:25]=[C:19]([C:20]([O:22][CH2:23][CH3:24])=[O:21])[N:18]=1, predict the reactants needed to synthesize it. The reactants are: [Cl:1][C:2]1[CH:3]=[C:4]([CH2:8][C:9]([OH:11])=O)[CH:5]=[CH:6][CH:7]=1.C(Cl)(=O)C(Cl)=O.[NH2:18][C:19](=[N:25]O)[C:20]([O:22][CH2:23][CH3:24])=[O:21].C(N(CC)C(C)C)(C)C. (5) Given the product [C:1]([N:4]1[C@H:8]([CH2:9][OH:12])[C@@H:7]([OH:13])[CH2:6][NH:5]1)(=[O:3])[CH3:2], predict the reactants needed to synthesize it. The reactants are: [C:1]([N:4]1[C@H:8]([C@H:9]([OH:12])CO)[C@@H:7]([OH:13])[CH2:6][NH:5]1)(=[O:3])[CH3:2].I([O-])(=O)(=O)=O.[Na+].[BH4-].[Na+]. (6) The reactants are: [Si:1]([O:8][C:9]1[CH:14]=[CH:13][C:12]([N+:15]([O-])=O)=[CH:11][C:10]=1[NH:18][C:19](=[O:27])[CH2:20][N:21]1[CH2:26][CH2:25][O:24][CH2:23][CH2:22]1)([C:4]([CH3:7])([CH3:6])[CH3:5])([CH3:3])[CH3:2]. Given the product [NH2:15][C:12]1[CH:13]=[CH:14][C:9]([O:8][Si:1]([C:4]([CH3:7])([CH3:6])[CH3:5])([CH3:2])[CH3:3])=[C:10]([NH:18][C:19](=[O:27])[CH2:20][N:21]2[CH2:22][CH2:23][O:24][CH2:25][CH2:26]2)[CH:11]=1, predict the reactants needed to synthesize it. (7) Given the product [CH3:1][O:2][C:3]([C:5]1[C:10]([Cl:21])=[C:9]([NH2:11])[N:8]=[C:7]([C:12]2[CH:17]=[C:16]([F:18])[C:15]([Cl:19])=[CH:14][C:13]=2[F:20])[N:6]=1)=[O:4], predict the reactants needed to synthesize it. The reactants are: [CH3:1][O:2][C:3]([C:5]1[CH:10]=[C:9]([NH2:11])[N:8]=[C:7]([C:12]2[CH:17]=[C:16]([F:18])[C:15]([Cl:19])=[CH:14][C:13]=2[F:20])[N:6]=1)=[O:4].[Cl:21]N1C(=O)CCC1=O. (8) Given the product [CH3:25][O:24][C:22]([C:21]1[CH:26]=[CH:27][C:18]([CH2:17][CH:4]([C:5]([O:7][CH2:8][CH:9]=[CH2:10])=[O:6])[C:3]([O:12][CH2:13][CH:14]=[CH2:15])=[O:11])=[CH:19][CH:20]=1)=[O:23], predict the reactants needed to synthesize it. The reactants are: [H-].[Na+].[C:3]([O:12][CH2:13][CH:14]=[CH2:15])(=[O:11])[CH2:4][C:5]([O:7][CH2:8][CH:9]=[CH2:10])=[O:6].Cl[CH2:17][C:18]1[CH:27]=[CH:26][C:21]([C:22]([O:24][CH3:25])=[O:23])=[CH:20][CH:19]=1.Cl. (9) Given the product [O:33]1[C:34]2[CH:40]=[CH:39][CH:38]=[CH:37][C:35]=2[CH:36]=[C:32]1[C:30]1[CH:29]=[CH:28][C:20]([C:21]([O:23][C:24]([CH3:27])([CH3:25])[CH3:26])=[O:22])=[C:19]([NH:18][C:13](=[O:14])[C:12]2[CH:16]=[CH:17][C:9]([F:8])=[CH:10][CH:11]=2)[CH:31]=1, predict the reactants needed to synthesize it. The reactants are: C(N(CC)CC)C.[F:8][C:9]1[CH:17]=[CH:16][C:12]([C:13](Cl)=[O:14])=[CH:11][CH:10]=1.[NH2:18][C:19]1[CH:31]=[C:30]([C:32]2[O:33][C:34]3[CH:40]=[CH:39][CH:38]=[CH:37][C:35]=3[CH:36]=2)[CH:29]=[CH:28][C:20]=1[C:21]([O:23][C:24]([CH3:27])([CH3:26])[CH3:25])=[O:22].C(=O)([O-])O.[Na+]. (10) Given the product [Cl:70][C:67]1[CH:68]=[CH:69][C:52]2[N:51]3[CH:71]=[CH:72][CH:73]=[C:50]3[C@@H:49]([CH2:48][CH2:47][N:46]3[C:42]([CH2:41][C:10]#[N:11])=[CH:43][CH:44]=[N:45]3)[O:55][C@H:54]([C:56]3[CH:61]=[CH:60][CH:59]=[C:58]([O:62][CH3:63])[C:57]=3[O:64][CH3:65])[C:53]=2[CH:66]=1, predict the reactants needed to synthesize it. The reactants are: ClC1C=CC2[N:11]3C=CC=[C:10]3[C@@H](CCN3C(CC#N)=CN=N3)O[C@H](C3C=CC=C(OC)C=3OC)C=2C=1.CS(O[CH2:41][C:42]1[N:46]([CH2:47][CH2:48][C@H:49]2[O:55][C@H:54]([C:56]3[CH:61]=[CH:60][CH:59]=[C:58]([O:62][CH3:63])[C:57]=3[O:64][CH3:65])[C:53]3[CH:66]=[C:67]([Cl:70])[CH:68]=[CH:69][C:52]=3[N:51]3[CH:71]=[CH:72][CH:73]=[C:50]23)[N:45]=[CH:44][CH:43]=1)(=O)=O.[C-]#N.[Na+].